From a dataset of Forward reaction prediction with 1.9M reactions from USPTO patents (1976-2016). Predict the product of the given reaction. (1) Given the reactants [C:1]1([N:7]2[N:11]=[N:10][C:9]([C:12]([OH:14])=O)=[N:8]2)[CH:6]=[CH:5][CH:4]=[CH:3][CH:2]=1.[N:15]1[CH:16]=[CH:17][N:18]2[CH:23]=[CH:22][N:21]=[C:20]([N:24]3[CH2:28][CH2:27][C@H:26]([NH2:29])[CH2:25]3)[C:19]=12.C(N(CC)CC)C.CN(C(ON1N=NC2C=CC=NC1=2)=[N+](C)C)C.F[P-](F)(F)(F)(F)F, predict the reaction product. The product is: [N:15]1[CH:16]=[CH:17][N:18]2[CH:23]=[CH:22][N:21]=[C:20]([N:24]3[CH2:28][CH2:27][C@H:26]([NH:29][C:12]([C:9]4[N:10]=[N:11][N:7]([C:1]5[CH:2]=[CH:3][CH:4]=[CH:5][CH:6]=5)[N:8]=4)=[O:14])[CH2:25]3)[C:19]=12. (2) Given the reactants [N:1]1([CH2:14][CH2:15][C:16]([O:18]CC)=O)[C:13]2[C:12]3[CH:11]=[CH:10][CH:9]=[CH:8][C:7]=3[N:6]=[CH:5][C:4]=2[N:3]=[CH:2]1.[CH2:21]([NH2:24])[CH2:22][CH3:23], predict the reaction product. The product is: [N:1]1([CH2:14][CH2:15][C:16]([NH:24][CH2:21][CH2:22][CH3:23])=[O:18])[C:13]2[C:12]3[CH:11]=[CH:10][CH:9]=[CH:8][C:7]=3[N:6]=[CH:5][C:4]=2[N:3]=[CH:2]1. (3) Given the reactants C(OC([N:8]1[CH2:11][CH:10]([C:12]2[CH:17]=[C:16]([Cl:18])[C:15]([C:19]3[S:20][C:21]4[C:22](Cl)=[N:23][CH:24]=[CH:25][C:26]=4[N:27]=3)=[C:14]([Cl:29])[CH:13]=2)[CH2:9]1)=O)(C)(C)C.BrCCBr.C[Si](Cl)(C)C.C(OC([N:46]1CC(I)C1)=O)(C)(C)C.ClC1[C:57]2S[C:59](C3C(Cl)=CC(I)=CC=3Cl)=[N:60][C:56]=2[CH:55]=[CH:54][N:53]=1, predict the reaction product. The product is: [NH:8]1[CH2:9][CH:10]([C:12]2[CH:13]=[C:14]([Cl:29])[C:15]([C:19]3[S:20][C:21]4[C:22]([NH:46][C:54]5[CH:55]=[C:56]([CH3:57])[N:60]=[CH:59][N:53]=5)=[N:23][CH:24]=[CH:25][C:26]=4[N:27]=3)=[C:16]([Cl:18])[CH:17]=2)[CH2:11]1. (4) Given the reactants [N:1]1([C:6]2[N:14]=[CH:13][N:12]=[C:11]3[C:7]=2[N:8]=[CH:9][N:10]3[C@H:15]2[O:37][C@@H:36]([CH2:38][O:39]C(=O)C3C=CC=CC=3)[C@H:26]([O:27]C(=O)C3C=CC=CC=3)[C@@H:16]2[O:17]C(=O)C2C=CC=CC=2)[CH:5]=[CH:4][CH:3]=[CH:2]1.N, predict the reaction product. The product is: [N:1]1([C:6]2[N:14]=[CH:13][N:12]=[C:11]3[C:7]=2[N:8]=[CH:9][N:10]3[C@H:15]2[O:37][C@@H:36]([CH2:38][OH:39])[C@H:26]([OH:27])[C@@H:16]2[OH:17])[CH:5]=[CH:4][CH:3]=[CH:2]1. (5) Given the reactants [CH2:1]1[C:5]2([CH2:10][CH2:9][CH:8]([N:11]3[C:15]([CH:16]=O)=[CH:14][CH:13]=[N:12]3)[CH2:7][CH2:6]2)[CH2:4][CH2:3][CH2:2]1.[CH3:18][N:19]([CH2:27][CH2:28][NH:29][CH3:30])[C:20](=[O:26])[O:21][C:22]([CH3:25])([CH3:24])[CH3:23], predict the reaction product. The product is: [CH3:18][N:19]([CH2:27][CH2:28][N:29]([CH3:30])[CH2:16][C:15]1[N:11]([CH:8]2[CH2:7][CH2:6][C:5]3([CH2:1][CH2:2][CH2:3][CH2:4]3)[CH2:10][CH2:9]2)[N:12]=[CH:13][CH:14]=1)[C:20](=[O:26])[O:21][C:22]([CH3:25])([CH3:24])[CH3:23]. (6) Given the reactants [C:1]([O:5][C:6]([N:8]1[CH2:13][CH2:12][N:11]([C:14]([C:16]2[CH:21]=[CH:20][CH:19]=[C:18](Br)[N:17]=2)=[O:15])[CH2:10][CH2:9]1)=[O:7])([CH3:4])([CH3:3])[CH3:2].[F:23][C:24]1[CH:29]=[C:28](B(O)O)[CH:27]=[CH:26][N:25]=1.C([O-])([O-])=O.[Na+].[Na+], predict the reaction product. The product is: [C:1]([O:5][C:6]([N:8]1[CH2:13][CH2:12][N:11]([C:14]([C:16]2[N:17]=[C:18]([C:28]3[CH:27]=[CH:26][N:25]=[C:24]([F:23])[CH:29]=3)[CH:19]=[CH:20][CH:21]=2)=[O:15])[CH2:10][CH2:9]1)=[O:7])([CH3:4])([CH3:3])[CH3:2]. (7) Given the reactants [Cl:1][C:2]1[CH:7]=[CH:6][C:5]([C:8]2[C:9]([C:20]3[CH:25]=[CH:24][CH:23]=[CH:22][CH:21]=3)=[C:10]3[N:14]([C:15]=2[C:16]([O:18][CH3:19])=[O:17])[CH2:13][CH2:12][CH2:11]3)=[CH:4][CH:3]=1.Cl[S:27]([OH:30])(=O)=[O:28].[NH3:31].O, predict the reaction product. The product is: [Cl:1][C:2]1[CH:7]=[CH:6][C:5]([C:8]2[C:9]([C:20]3[CH:21]=[CH:22][C:23]([S:27](=[O:30])(=[O:28])[NH2:31])=[CH:24][CH:25]=3)=[C:10]3[N:14]([C:15]=2[C:16]([O:18][CH3:19])=[O:17])[CH2:13][CH2:12][CH2:11]3)=[CH:4][CH:3]=1.